Dataset: Reaction yield outcomes from USPTO patents with 853,638 reactions. Task: Predict the reaction yield, written as a fraction of the theoretical maximum amount of product (1.0 means a 100% yield; for example, 0.34 means a 34% yield). (1) The reactants are [Li+].[BH4-].C([O:5][C:6]([C:8]1[C:9]2[C:17]([NH2:18])=[C:16]([C:19](=[O:21])[NH2:20])[S:15][C:10]=2[N:11]=[C:12]([CH3:14])[CH:13]=1)=O)C.C1COCC1. The catalyst is CO. The product is [NH2:18][C:17]1[C:9]2[C:10](=[N:11][C:12]([CH3:14])=[CH:13][C:8]=2[CH2:6][OH:5])[S:15][C:16]=1[C:19]([NH2:20])=[O:21]. The yield is 0.710. (2) The reactants are [NH:1]1[C:9]2[C:4](=[CH:5][CH:6]=[CH:7][CH:8]=2)[CH2:3][C:2]1=[O:10].[Br:11]N1C(=O)CCC1=O. The catalyst is C(#N)C. The product is [Br:11][C:6]1[CH:5]=[C:4]2[C:9](=[CH:8][CH:7]=1)[NH:1][C:2](=[O:10])[CH2:3]2. The yield is 0.900. (3) The reactants are [F:1][C:2]1[CH:3]=[C:4]([NH2:18])[CH:5]=[CH:6][C:7]=1[O:8][C:9]1[CH:14]=[CH:13][N:12]=[C:11]2[CH:15]=[CH:16][S:17][C:10]=12.FC1C=C(NC(NC(=O)CC2C=CC=CC=2)=S)C=CC=1OC1C=CN=C2C=CSC=12.C[CH:50](C)[CH:51]([C:57]1[CH:62]=[CH:61][CH:60]=[CH:59][CH:58]=1)[C:52]([N:54]=[C:55]=[S:56])=[O:53]. No catalyst specified. The product is [F:1][C:2]1[CH:3]=[C:4]([NH:18][C:55]([NH:54][C:52](=[O:53])[CH:51]([C:57]2[CH:58]=[CH:59][CH:60]=[CH:61][CH:62]=2)[CH3:50])=[S:56])[CH:5]=[CH:6][C:7]=1[O:8][C:9]1[CH:14]=[CH:13][N:12]=[C:11]2[CH:15]=[CH:16][S:17][C:10]=12. The yield is 0.490. (4) The reactants are [NH:1]1[CH:5]=[CH:4][N:3]=[C:2]1[CH:6]=[O:7].Br.Br[CH2:10][C:11]1[CH:16]=[CH:15][CH:14]=[CH:13][N:12]=1.C(N(CC)C(C)C)(C)C. The catalyst is CN(C=O)C. The product is [N:12]1[CH:13]=[CH:14][CH:15]=[CH:16][C:11]=1[CH2:10][N:1]1[CH:5]=[CH:4][N:3]=[C:2]1[CH:6]=[O:7]. The yield is 0.370. (5) The reactants are [C:1]([C:3]1[CH:4]=[C:5]([CH:8]=[CH:9][CH:10]=1)[CH2:6]Br)#[N:2].[CH2:11]([O:13][P:14]([O:18]CC)[O:15][CH2:16][CH3:17])[CH3:12]. No catalyst specified. The product is [CH2:11]([O:13][P:14]([CH2:6][C:5]1[CH:8]=[CH:9][CH:10]=[C:3]([C:1]#[N:2])[CH:4]=1)(=[O:18])[O:15][CH2:16][CH3:17])[CH3:12]. The yield is 0.791. (6) The reactants are [H-].[Al+3].[Li+].[H-].[H-].[H-].[CH3:7][C:8]1([CH3:16])[C:12](=O)[NH:11][C@H:10]([CH2:14][OH:15])[CH2:9]1.[OH-].[Na+].C(N(CC)CC)C.[CH2:26]([O:33][C:34](Cl)=[O:35])[C:27]1[CH:32]=[CH:31][CH:30]=[CH:29][CH:28]=1.C(=O)([O-])O.[Na+]. The catalyst is O1CCCC1. The product is [CH2:26]([O:33][C:34]([N:11]1[CH2:12][C:8]([CH3:16])([CH3:7])[CH2:9][C@H:10]1[CH2:14][OH:15])=[O:35])[C:27]1[CH:32]=[CH:31][CH:30]=[CH:29][CH:28]=1. The yield is 0.740. (7) The reactants are [C:1]([C:5]1[CH:6]=[C:7]2[C:12](=[C:13]([F:15])[CH:14]=1)[C:11](=[O:16])[N:10]([C:17]1[N:24]=[CH:23][CH:22]=[C:21](Cl)[C:18]=1[CH:19]=[O:20])C=[CH:8]2)([CH3:4])([CH3:3])[CH3:2].[CH:26]([N:29]1[C:34](=[O:35])[CH2:33][N:32]2[N:36]=[C:37]([NH:39][C:40]3[C:41](=[O:56])[N:42]([CH3:55])[CH:43]=[C:44](B4OC(C)(C)C(C)(C)O4)[CH:45]=3)[CH:38]=[C:31]2[CH2:30]1)([CH3:28])[CH3:27].[O-]P([O-])([O-])=O.[K+].[K+].[K+].C([O-])(=O)C.[Na+].C(#[N:72])C. The catalyst is C1C=CC(P(C2C=CC=CC=2)[C-]2C=CC=C2)=CC=1.C1C=CC(P(C2C=CC=CC=2)[C-]2C=CC=C2)=CC=1.Cl[Pd]Cl.[Fe+2].O. The product is [C:1]([C:5]1[CH:6]=[C:7]2[C:12](=[C:13]([F:15])[CH:14]=1)[C:11](=[O:16])[N:10]([C:17]1[N:24]=[CH:23][CH:22]=[C:21]([C:44]3[CH:45]=[C:40]([NH:39][C:37]4[CH:38]=[C:31]5[CH2:30][N:29]([CH:26]([CH3:28])[CH3:27])[C:34](=[O:35])[CH2:33][N:32]5[N:36]=4)[C:41](=[O:56])[N:42]([CH3:55])[CH:43]=3)[C:18]=1[CH:19]=[O:20])[N:72]=[CH:8]2)([CH3:3])([CH3:4])[CH3:2]. The yield is 0.480. (8) The reactants are [Cl:1][C:2]1[CH:3]=[CH:4][C:5]([CH2:8]O)=[N:6][CH:7]=1.C1(P(C2C=CC=CC=2)C2C=CC=CC=2)C=CC=CC=1.C(Br)(Br)(Br)[Br:30]. The catalyst is C(Cl)Cl. The product is [Br:30][CH2:8][C:5]1[CH:4]=[CH:3][C:2]([Cl:1])=[CH:7][N:6]=1. The yield is 0.168. (9) The reactants are [C:1]([O:5][C:6](=[O:41])[NH:7][C:8]1([C:12]2[CH:17]=[CH:16][C:15]([C:18]3[C:19]([C:35]4[CH:40]=[CH:39][CH:38]=[CH:37][CH:36]=4)=[CH:20][C:21]4[NH:26]/[C:25](=[N:27]/[NH:28][C:29](=O)[CH:30]([F:32])[F:31])/[CH2:24][O:23][C:22]=4[N:34]=3)=[CH:14][CH:13]=2)[CH2:11][CH2:10][CH2:9]1)([CH3:4])([CH3:3])[CH3:2]. The catalyst is CC1C=CC(C)=CC=1. The product is [F:31][CH:30]([F:32])[C:29]1[N:26]2[C:21]3[CH:20]=[C:19]([C:35]4[CH:36]=[CH:37][CH:38]=[CH:39][CH:40]=4)[C:18]([C:15]4[CH:16]=[CH:17][C:12]([C:8]5([NH:7][C:6](=[O:41])[O:5][C:1]([CH3:4])([CH3:2])[CH3:3])[CH2:11][CH2:10][CH2:9]5)=[CH:13][CH:14]=4)=[N:34][C:22]=3[O:23][CH2:24][C:25]2=[N:27][N:28]=1. The yield is 0.200. (10) The reactants are [N:1]([CH2:4][CH2:5][CH2:6][C:7]1([C:25]2[CH:30]=[CH:29][CH:28]=[CH:27][CH:26]=2)[N:11]([C:12]2[S:13][CH:14]=[N:15][N:16]=2)[N:10]=[C:9]([C:17]2[CH:22]=[C:21]([F:23])[CH:20]=[CH:19][C:18]=2[F:24])[S:8]1)=[N+:2]=[N-:3].[Br:31]N1C(=O)CCC1=O. The catalyst is C(#N)C. The product is [N:1]([CH2:4][CH2:5][CH2:6][C:7]1([C:25]2[CH:30]=[CH:29][CH:28]=[CH:27][CH:26]=2)[N:11]([C:12]2[S:13][C:14]([Br:31])=[N:15][N:16]=2)[N:10]=[C:9]([C:17]2[CH:22]=[C:21]([F:23])[CH:20]=[CH:19][C:18]=2[F:24])[S:8]1)=[N+:2]=[N-:3]. The yield is 0.930.